From a dataset of NCI-60 drug combinations with 297,098 pairs across 59 cell lines. Regression. Given two drug SMILES strings and cell line genomic features, predict the synergy score measuring deviation from expected non-interaction effect. Drug 1: CN(C(=O)NC(C=O)C(C(C(CO)O)O)O)N=O. Drug 2: C1C(C(OC1N2C=NC(=NC2=O)N)CO)O. Cell line: MDA-MB-435. Synergy scores: CSS=-1.83, Synergy_ZIP=2.94, Synergy_Bliss=-1.09, Synergy_Loewe=-5.16, Synergy_HSA=-7.64.